Dataset: Reaction yield outcomes from USPTO patents with 853,638 reactions. Task: Predict the reaction yield, written as a fraction of the theoretical maximum amount of product (1.0 means a 100% yield; for example, 0.34 means a 34% yield). (1) The reactants are [OH:1][C:2]1[C:11]2[C:6](=[CH:7][CH:8]=[CH:9][CH:10]=2)[N:5]([CH2:12][CH2:13][CH:14]([CH3:16])[CH3:15])[C:4](=[O:17])[C:3]=1[C:18]1[NH:23][C:22]2[CH:24]=[CH:25][C:26]([C:28]([O:30]C)=[O:29])=[CH:27][C:21]=2[S:20](=[O:33])(=[O:32])[N:19]=1.Cl. The catalyst is CO.[OH-].[Na+]. The product is [OH:1][C:2]1[C:11]2[C:6](=[CH:7][CH:8]=[CH:9][CH:10]=2)[N:5]([CH2:12][CH2:13][CH:14]([CH3:16])[CH3:15])[C:4](=[O:17])[C:3]=1[C:18]1[NH:23][C:22]2[CH:24]=[CH:25][C:26]([C:28]([OH:30])=[O:29])=[CH:27][C:21]=2[S:20](=[O:32])(=[O:33])[N:19]=1. The yield is 0.930. (2) The reactants are [CH3:1][N:2]1[C:10]2[C@@:9]3([CH3:14])[C:11]([CH3:13])([CH3:12])[C@H:6]([CH2:7][CH2:8]3)[C:5]=2[C:4](=[O:15])[NH:3]1.[CH2:16](Br)[C:17]1[CH:22]=[CH:21][CH:20]=[CH:19][CH:18]=1. The catalyst is CN(C)C=O. The product is [CH2:16]([N:3]1[C:4](=[O:15])[C:5]2[C@@H:6]3[C:11]([CH3:12])([CH3:13])[C@@:9]([CH3:14])([CH2:8][CH2:7]3)[C:10]=2[N:2]1[CH3:1])[C:17]1[CH:22]=[CH:21][CH:20]=[CH:19][CH:18]=1. The yield is 0.550. (3) The reactants are [Cl:1][C:2]1[CH:3]=[C:4]([C:9]2[C:17]([O:18][CH:19]([F:21])[F:20])=[CH:16][C:12]([C:13](O)=[O:14])=[C:11]([F:22])[CH:10]=2)[CH:5]=[N:6][C:7]=1[F:8].[CH3:23][S:24]([NH2:27])(=[O:26])=[O:25].CCN=C=NCCCN(C)C.Cl. The catalyst is C(Cl)Cl.CN(C1C=CN=CC=1)C. The product is [Cl:1][C:2]1[CH:3]=[C:4]([C:9]2[C:17]([O:18][CH:19]([F:21])[F:20])=[CH:16][C:12]([C:13]([NH:27][S:24]([CH3:23])(=[O:26])=[O:25])=[O:14])=[C:11]([F:22])[CH:10]=2)[CH:5]=[N:6][C:7]=1[F:8]. The yield is 0.520. (4) The reactants are [Br:1][C:2]1[CH:3]=[N:4][CH:5]=[C:6]([CH:10]=1)[C:7]([OH:9])=O.C(N(CC)C(C)C)(C)C.[CH2:20]([O:22][C:23](=[O:34])[CH2:24][S:25]([C:28]1[CH:33]=[CH:32][CH:31]=[CH:30][CH:29]=1)(=[NH:27])=[O:26])[CH3:21].F[P-](F)(F)(F)(F)F.N1(O[P+](N(C)C)(N(C)C)N(C)C)C2C=CC=CC=2N=N1. The catalyst is CN(C=O)C. The product is [Br:1][C:2]1[CH:10]=[C:6]([C:7]([N:27]=[S@:25]([CH2:24][C:23]([O:22][CH2:20][CH3:21])=[O:34])([C:28]2[CH:33]=[CH:32][CH:31]=[CH:30][CH:29]=2)=[O:26])=[O:9])[CH:5]=[N:4][CH:3]=1. The yield is 0.340. (5) The reactants are Cl.Cl[C:3]1[CH:8]=[C:7]([C:9]2[CH:14]=[CH:13][CH:12]=[C:11]([Cl:15])[CH:10]=2)[N:6]=[C:5]2[CH2:16][CH2:17][CH2:18][C:4]=12.[CH3:19][NH:20][C:21]1[CH:26]=[CH:25][C:24]([CH2:27][C:28]([NH2:30])=[O:29])=[CH:23][CH:22]=1. The catalyst is CN1C(=O)CCC1. The product is [Cl:15][C:11]1[CH:10]=[C:9]([C:7]2[N:6]=[C:5]3[CH2:16][CH2:17][CH2:18][C:4]3=[C:3]([N:20]([CH3:19])[C:21]3[CH:22]=[CH:23][C:24]([CH2:27][C:28]([NH2:30])=[O:29])=[CH:25][CH:26]=3)[CH:8]=2)[CH:14]=[CH:13][CH:12]=1. The yield is 0.150. (6) The reactants are [H-].[Na+].[O:3]=[C:4]([CH2:12][C:13]1[CH:18]=[CH:17][CH:16]=[CH:15][CH:14]=1)[CH2:5]P(=O)(OC)OC.[CH3:19][O:20][C:21](=[O:37])[CH2:22][CH2:23][CH2:24][CH2:25][CH2:26][CH2:27][N:28]1[C:33](=[O:34])[CH2:32][CH2:31][CH2:30][C@@H:29]1[CH:35]=O. The catalyst is C1COCC1. The product is [CH3:19][O:20][C:21](=[O:37])[CH2:22][CH2:23][CH2:24][CH2:25][CH2:26][CH2:27][N:28]1[C@@H:29](/[CH:35]=[CH:5]/[C:4](=[O:3])[CH2:12][C:13]2[CH:14]=[CH:15][CH:16]=[CH:17][CH:18]=2)[CH2:30][CH2:31][CH2:32][C:33]1=[O:34]. The yield is 0.510. (7) The reactants are [F:1][C:2]1[CH:3]=[CH:4][C:5]([NH:8][NH2:9])=[N:6][CH:7]=1.[CH2:10](OC(OC(=O)C)OCC)C. No catalyst specified. The product is [F:1][C:2]1[CH:3]=[CH:4][C:5]2[N:6]([CH:10]=[N:9][N:8]=2)[CH:7]=1. The yield is 0.840.